Dataset: Full USPTO retrosynthesis dataset with 1.9M reactions from patents (1976-2016). Task: Predict the reactants needed to synthesize the given product. (1) The reactants are: C1(C2C(O[C@@H]3CCCN([C@H](C4C=C(Cl)C=C(Cl)C=4)C)C3)=CC(F)=C(C=2)C(OC)=O)CC1.[CH:32]1([C:35]2[C:36]([O:46][C@@H:47]3[CH2:52][CH2:51][CH2:50][N:49]([CH2:53][C:54]4[CH:59]=[CH:58][CH:57]=[C:56]([C:60]([F:63])([F:62])[F:61])[CH:55]=4)[CH2:48]3)=[CH:37][C:38]([F:45])=[C:39]([CH:44]=2)[C:40]([O:42]C)=[O:41])[CH2:34][CH2:33]1. Given the product [CH:32]1([C:35]2[C:36]([O:46][C@@H:47]3[CH2:52][CH2:51][CH2:50][N:49]([CH2:53][C:54]4[CH:59]=[CH:58][CH:57]=[C:56]([C:60]([F:63])([F:62])[F:61])[CH:55]=4)[CH2:48]3)=[CH:37][C:38]([F:45])=[C:39]([CH:44]=2)[C:40]([OH:42])=[O:41])[CH2:34][CH2:33]1, predict the reactants needed to synthesize it. (2) Given the product [CH:22]([C:24]1[CH:29]=[CH:28][CH:27]=[CH:26][C:25]=1[C:2]1[N:7]=[C:6]([N:8]2[C:12]([C:13]([F:16])([F:15])[F:14])=[C:11]([C:17]([O:19][CH2:20][CH3:21])=[O:18])[CH:10]=[N:9]2)[CH:5]=[CH:4][CH:3]=1)=[O:23], predict the reactants needed to synthesize it. The reactants are: Cl[C:2]1[N:7]=[C:6]([N:8]2[C:12]([C:13]([F:16])([F:15])[F:14])=[C:11]([C:17]([O:19][CH2:20][CH3:21])=[O:18])[CH:10]=[N:9]2)[CH:5]=[CH:4][CH:3]=1.[CH:22]([C:24]1[CH:29]=[CH:28][CH:27]=[CH:26][C:25]=1B(O)O)=[O:23].C([O-])([O-])=O.[Na+].[Na+]. (3) Given the product [F:1][C:2]([F:21])([CH2:14][CH2:15][CH2:16][CH2:17][CH2:18][CH2:19][CH3:20])[CH2:3][CH2:4][CH2:5][CH2:6][CH2:7][CH2:8][CH2:9][CH:10]=[O:11], predict the reactants needed to synthesize it. The reactants are: [F:1][C:2]([F:21])([CH2:14][CH2:15][CH2:16][CH2:17][CH2:18][CH2:19][CH3:20])[CH2:3][CH2:4][CH2:5][CH2:6][CH2:7][CH2:8][CH2:9][C:10](OC)=[O:11].[H-].C([Al+]CC(C)C)C(C)C.CO.[C@H](O)(C([O-])=O)[C@@H](O)C([O-])=O.[Na+].[K+]. (4) Given the product [ClH:30].[ClH:35].[NH2:7][CH2:8][CH2:9][NH:10][C:11]([C:13]1[CH:33]=[CH:32][C:16]2[N:17]([CH3:31])[C:18]([NH:20][C:21]3[S:22][C:23]4[CH:29]=[C:28]([Cl:30])[CH:27]=[CH:26][C:24]=4[N:25]=3)=[N:19][C:15]=2[CH:14]=1)=[O:12], predict the reactants needed to synthesize it. The reactants are: C(OC(=O)[NH:7][CH2:8][CH2:9][NH:10][C:11]([C:13]1[CH:33]=[CH:32][C:16]2[N:17]([CH3:31])[C:18]([NH:20][C:21]3[S:22][C:23]4[CH:29]=[C:28]([Cl:30])[CH:27]=[CH:26][C:24]=4[N:25]=3)=[N:19][C:15]=2[CH:14]=1)=[O:12])(C)(C)C.[ClH:35]. (5) Given the product [CH2:47]([C:51]1[O:52][C:53]2[CH:62]=[CH:61][C:60]([NH:63][S:64]([CH3:67])(=[O:65])=[O:66])=[CH:59][C:54]=2[C:55]=1[C:56](=[O:57])[C:37]1[CH:38]=[CH:39][C:34]([O:33][CH2:32][CH2:31][CH2:30][N:29]([CH2:43][CH2:44][CH2:45][CH3:46])[CH2:25][CH2:26][CH2:27][CH3:28])=[CH:35][CH:36]=1)[CH2:48][CH2:49][CH3:50], predict the reactants needed to synthesize it. The reactants are: C([O-])([O-])=O.[Na+].[Na+].S([O-])(OCCCCCCCCCCCC)(=O)=O.[Na+].[CH2:25]([N:29]([CH2:43][CH2:44][CH2:45][CH3:46])[CH2:30][CH2:31][CH2:32][O:33][C:34]1[CH:39]=[CH:38][C:37](B(O)O)=[CH:36][CH:35]=1)[CH2:26][CH2:27][CH3:28].[CH2:47]([C:51]1[O:52][C:53]2[CH:62]=[CH:61][C:60]([NH:63][S:64]([CH3:67])(=[O:66])=[O:65])=[CH:59][C:54]=2[C:55]=1[C:56](Cl)=[O:57])[CH2:48][CH2:49][CH3:50].